Dataset: Forward reaction prediction with 1.9M reactions from USPTO patents (1976-2016). Task: Predict the product of the given reaction. Given the reactants [CH2:1]([O:5][C:6]1[CH:7]=[C:8]([CH:22]=[C:23]([O:25][CH:26]([CH3:28])[CH3:27])[CH:24]=1)[C:9]([NH:11][C:12]1[N:17]=[CH:16][C:15]([C:18]([O:20]C)=[O:19])=[CH:14][CH:13]=1)=[O:10])[CH:2]([CH3:4])[CH3:3].[OH-].[Na+].O.Cl, predict the reaction product. The product is: [CH2:1]([O:5][C:6]1[CH:7]=[C:8]([CH:22]=[C:23]([O:25][CH:26]([CH3:28])[CH3:27])[CH:24]=1)[C:9]([NH:11][C:12]1[N:17]=[CH:16][C:15]([C:18]([OH:20])=[O:19])=[CH:14][CH:13]=1)=[O:10])[CH:2]([CH3:4])[CH3:3].